From a dataset of CYP3A4 inhibition data for predicting drug metabolism from PubChem BioAssay. Regression/Classification. Given a drug SMILES string, predict its absorption, distribution, metabolism, or excretion properties. Task type varies by dataset: regression for continuous measurements (e.g., permeability, clearance, half-life) or binary classification for categorical outcomes (e.g., BBB penetration, CYP inhibition). Dataset: cyp3a4_veith. (1) The drug is CS(=O)c1ccccc1-c1nc(-c2cc(C(F)(F)F)cc(C(F)(F)F)c2)no1. The result is 0 (non-inhibitor). (2) The compound is CC(CCN)(CCN)[N+](=O)[O-]. The result is 0 (non-inhibitor). (3) The molecule is Nc1nc(Nc2ccccc2)nc2c1ncn2[C@@H]1O[C@@H](CO)[C@H](O)[C@H]1O. The result is 0 (non-inhibitor). (4) The drug is CC(=O)Nc1nnc(S(N)(=O)=O)s1. The result is 0 (non-inhibitor). (5) The compound is COc1ccc(Cc2nc3ccc(S(=O)(=O)N4CCOCC4)cc3[nH]2)cc1OC. The result is 1 (inhibitor). (6) The drug is CCCCOc1ncnc2c1[nH]c1ccc(OC)cc12. The result is 0 (non-inhibitor). (7) The compound is Cc1onc(-c2ccccc2Cl)c1C(=O)Nc1nnc(Cc2ccc(Cl)cc2)s1. The result is 1 (inhibitor). (8) The drug is C=CC[C@@H]1C=C[C@H](O/N=C(\C)CCN2CCCCc3nc(C)c(C)cc32)[C@H](CO)O1. The result is 1 (inhibitor).